Dataset: Reaction yield outcomes from USPTO patents with 853,638 reactions. Task: Predict the reaction yield, written as a fraction of the theoretical maximum amount of product (1.0 means a 100% yield; for example, 0.34 means a 34% yield). (1) The reactants are [NH2:1][CH2:2][C@H:3]1[CH2:8][CH2:7][C@H:6]([N:9]2[C:13]3=[C:14]4[S:20][CH:19]=[CH:18][C:15]4=[N:16][CH:17]=[C:12]3[N:11]=[C:10]2[CH2:21][C:22]#[N:23])[CH2:5][CH2:4]1.C(N(CC)CC)C.Cl[C:32]([O:34][CH2:35][CH3:36])=[O:33]. The catalyst is C(Cl)Cl. The product is [C:22]([CH2:21][C:10]1[N:9]([C@H:6]2[CH2:7][CH2:8][C@H:3]([CH2:2][NH:1][C:32](=[O:33])[O:34][CH2:35][CH3:36])[CH2:4][CH2:5]2)[C:13]2=[C:14]3[S:20][CH:19]=[CH:18][C:15]3=[N:16][CH:17]=[C:12]2[N:11]=1)#[N:23]. The yield is 0.160. (2) The product is [Cl:1][C:2]1[CH:3]=[C:4]([C:9]2([C:22]([F:25])([F:24])[F:23])[O:26][N:29]=[C:11]([C:13]3[CH:14]=[CH:15][C:16]([F:21])=[C:17]([CH:20]=3)[C:18]#[N:19])[CH2:10]2)[CH:5]=[C:6]([Cl:8])[CH:7]=1. The reactants are [Cl:1][C:2]1[CH:3]=[C:4]([C:9]([C:22]([F:25])([F:24])[F:23])=[CH:10][C:11]([C:13]2[CH:14]=[CH:15][C:16]([F:21])=[C:17]([CH:20]=2)[C:18]#[N:19])=O)[CH:5]=[C:6]([Cl:8])[CH:7]=1.[OH-:26].[Na+].Cl.[NH2:29]O.Cl. The yield is 0.929. The catalyst is C1(C)C=CC=CC=1.O.CN1CCCC1=O. (3) The reactants are [CH3:1][O:2][C:3]1[CH:11]=[C:10]2[C:6]([C:7]([C:13]([OH:15])=O)=[CH:8][N:9]2[CH3:12])=[CH:5][CH:4]=1.C(Cl)(=O)C(Cl)=O.[CH3:22][NH2:23]. No catalyst specified. The product is [CH3:22][NH:23][C:13]([C:7]1[C:6]2[C:10](=[CH:11][C:3]([O:2][CH3:1])=[CH:4][CH:5]=2)[N:9]([CH3:12])[CH:8]=1)=[O:15]. The yield is 0.450.